This data is from Peptide-MHC class I binding affinity with 185,985 pairs from IEDB/IMGT. The task is: Regression. Given a peptide amino acid sequence and an MHC pseudo amino acid sequence, predict their binding affinity value. This is MHC class I binding data. The peptide sequence is ETINEEAAEW. The MHC is HLA-B18:01 with pseudo-sequence HLA-B18:01. The binding affinity (normalized) is 0.0142.